This data is from NCI-60 drug combinations with 297,098 pairs across 59 cell lines. The task is: Regression. Given two drug SMILES strings and cell line genomic features, predict the synergy score measuring deviation from expected non-interaction effect. (1) Drug 1: C1=CC=C(C(=C1)C(C2=CC=C(C=C2)Cl)C(Cl)Cl)Cl. Cell line: T-47D. Synergy scores: CSS=3.07, Synergy_ZIP=-0.827, Synergy_Bliss=-0.135, Synergy_Loewe=1.06, Synergy_HSA=-0.825. Drug 2: C(CN)CNCCSP(=O)(O)O. (2) Drug 1: C1CNP(=O)(OC1)N(CCCl)CCCl. Drug 2: COCCOC1=C(C=C2C(=C1)C(=NC=N2)NC3=CC=CC(=C3)C#C)OCCOC.Cl. Cell line: NCI-H460. Synergy scores: CSS=3.38, Synergy_ZIP=-1.90, Synergy_Bliss=-0.449, Synergy_Loewe=0.216, Synergy_HSA=0.246. (3) Drug 1: CCC1(CC2CC(C3=C(CCN(C2)C1)C4=CC=CC=C4N3)(C5=C(C=C6C(=C5)C78CCN9C7C(C=CC9)(C(C(C8N6C)(C(=O)OC)O)OC(=O)C)CC)OC)C(=O)OC)O.OS(=O)(=O)O. Drug 2: C1CCC(C(C1)N)N.C(=O)(C(=O)[O-])[O-].[Pt+4]. Cell line: SF-295. Synergy scores: CSS=30.9, Synergy_ZIP=-10.2, Synergy_Bliss=-5.26, Synergy_Loewe=-3.32, Synergy_HSA=-3.00. (4) Drug 1: CC1=C(C=C(C=C1)NC2=NC=CC(=N2)N(C)C3=CC4=NN(C(=C4C=C3)C)C)S(=O)(=O)N.Cl. Drug 2: CCN(CC)CCCC(C)NC1=C2C=C(C=CC2=NC3=C1C=CC(=C3)Cl)OC. Cell line: SK-MEL-5. Synergy scores: CSS=-2.82, Synergy_ZIP=4.29, Synergy_Bliss=-4.91, Synergy_Loewe=-40.2, Synergy_HSA=-7.11. (5) Drug 1: C1=CC(=C2C(=C1NCCNCCO)C(=O)C3=C(C=CC(=C3C2=O)O)O)NCCNCCO. Drug 2: C1C(C(OC1N2C=C(C(=O)NC2=O)F)CO)O. Cell line: OVCAR3. Synergy scores: CSS=32.7, Synergy_ZIP=-4.00, Synergy_Bliss=-3.53, Synergy_Loewe=-2.53, Synergy_HSA=0.925. (6) Drug 1: C1=NC2=C(N=C(N=C2N1C3C(C(C(O3)CO)O)F)Cl)N. Drug 2: C1=NC(=NC(=O)N1C2C(C(C(O2)CO)O)O)N. Cell line: UACC-257. Synergy scores: CSS=9.15, Synergy_ZIP=-1.02, Synergy_Bliss=3.13, Synergy_Loewe=1.01, Synergy_HSA=1.39. (7) Drug 1: CC1OCC2C(O1)C(C(C(O2)OC3C4COC(=O)C4C(C5=CC6=C(C=C35)OCO6)C7=CC(=C(C(=C7)OC)O)OC)O)O. Drug 2: CC(C)NC(=O)C1=CC=C(C=C1)CNNC.Cl. Cell line: T-47D. Synergy scores: CSS=34.1, Synergy_ZIP=-8.87, Synergy_Bliss=1.68, Synergy_Loewe=-31.9, Synergy_HSA=0.684. (8) Drug 1: CC(C1=C(C=CC(=C1Cl)F)Cl)OC2=C(N=CC(=C2)C3=CN(N=C3)C4CCNCC4)N. Drug 2: CC1=C(C=C(C=C1)NC2=NC=CC(=N2)N(C)C3=CC4=NN(C(=C4C=C3)C)C)S(=O)(=O)N.Cl. Cell line: HOP-92. Synergy scores: CSS=13.5, Synergy_ZIP=-3.53, Synergy_Bliss=3.21, Synergy_Loewe=1.78, Synergy_HSA=3.31. (9) Drug 1: CN(C)C1=NC(=NC(=N1)N(C)C)N(C)C. Drug 2: COCCOC1=C(C=C2C(=C1)C(=NC=N2)NC3=CC=CC(=C3)C#C)OCCOC.Cl. Cell line: MOLT-4. Synergy scores: CSS=-9.45, Synergy_ZIP=2.58, Synergy_Bliss=-4.05, Synergy_Loewe=-8.59, Synergy_HSA=-8.84.